From a dataset of Reaction yield outcomes from USPTO patents with 853,638 reactions. Predict the reaction yield, written as a fraction of the theoretical maximum amount of product (1.0 means a 100% yield; for example, 0.34 means a 34% yield). (1) The reactants are [CH2:1]([O:3][C:4]([CH:6]1[C:15]([CH:16]=O)=[CH:14][C:13]2[C:8](=[CH:9][CH:10]=[CH:11][C:12]=2[Cl:18])[O:7]1)=[O:5])C.[CH3:19][O:20][C:21](=[O:28])[C@@H:22]([NH2:27])[CH2:23][CH:24]([CH3:26])[CH3:25].CCN(C(C)C)C(C)C.C([BH3-])#N.[Na+].C(O)(=O)C. The catalyst is CO. The product is [CH3:1][O:3][C:4]([CH:6]1[C:15]([CH2:16][NH:27][C@H:22]([C:21]([O:20][CH3:19])=[O:28])[CH2:23][CH:24]([CH3:26])[CH3:25])=[CH:14][C:13]2[C:8](=[CH:9][CH:10]=[CH:11][C:12]=2[Cl:18])[O:7]1)=[O:5]. The yield is 0.545. (2) The reactants are [F:1][C:2]([F:14])([F:13])[C:3]1[CH:12]=[CH:11][C:6](C(OC)=O)=[CH:5][CH:4]=1.[CH3:15][Li].C([O:19][CH2:20][CH3:21])C.[Cl-].[NH4+]. The product is [F:1][C:2]([F:13])([F:14])[C:3]1[CH:12]=[CH:11][C:6]([C:20]([OH:19])([CH3:21])[CH3:15])=[CH:5][CH:4]=1. The yield is 0.840. The catalyst is C1COCC1. (3) The reactants are I[C:2]1[CH:3]=[CH:4][C:5]2[N:6]([CH:8]=[C:9]([NH:11][C:12](=[O:16])[CH:13]([CH3:15])[CH3:14])[N:10]=2)[N:7]=1.C(=O)([O-])[O-].[K+].[K+].[NH2:23][C:24]1[CH:25]=[C:26]([OH:30])[CH:27]=[CH:28][CH:29]=1. The catalyst is CN(C)C=O. The product is [NH2:23][C:24]1[CH:25]=[C:26]([CH:27]=[CH:28][CH:29]=1)[O:30][C:2]1[CH:3]=[CH:4][C:5]2[N:6]([CH:8]=[C:9]([NH:11][C:12](=[O:16])[CH:13]([CH3:15])[CH3:14])[N:10]=2)[N:7]=1. The yield is 0.470. (4) The reactants are [NH2:1][C:2]1[C:3]([CH3:10])=[N:4][C:5]([OH:9])=[N:6][C:7]=1[CH3:8].[C:22]([O:21][C:19](O[C:19]([O:21][C:22]([CH3:25])([CH3:24])[CH3:23])=[O:20])=[O:20])([CH3:25])([CH3:24])[CH3:23].C(=O)([O-])[O-].[K+].[K+].Br[CH:33]([CH3:39])[C:34]([O:36]CC)=[O:35]. The catalyst is CN(C)C=O.O. The product is [C:22]([O:21][C:19]([NH:1][C:2]1[C:3]([CH3:10])=[N:4][C:5]([O:9][CH:33]([CH3:39])[C:34]([OH:36])=[O:35])=[N:6][C:7]=1[CH3:8])=[O:20])([CH3:23])([CH3:24])[CH3:25]. The yield is 0.480. (5) The reactants are [S:1]([N:11]1[C:15]2[N:16]=[CH:17][C:18]3[N:19]([C:20]([C:23]45[CH2:30][CH2:29][C:26]([NH2:31])([CH2:27][CH2:28]4)[CH2:25][CH2:24]5)=[N:21][N:22]=3)[C:14]=2[CH:13]=[CH:12]1)([C:4]1[CH:10]=[CH:9][C:7]([CH3:8])=[CH:6][CH:5]=1)(=[O:3])=[O:2].[CH:32]1([S:35](Cl)(=[O:37])=[O:36])[CH2:34][CH2:33]1. The catalyst is C(Cl)Cl.CN(C=O)C. The product is [S:1]([N:11]1[C:15]2[N:16]=[CH:17][C:18]3[N:19]([C:20]([C:23]45[CH2:30][CH2:29][C:26]([NH:31][S:35]([CH:32]6[CH2:34][CH2:33]6)(=[O:37])=[O:36])([CH2:27][CH2:28]4)[CH2:25][CH2:24]5)=[N:21][N:22]=3)[C:14]=2[CH:13]=[CH:12]1)([C:4]1[CH:10]=[CH:9][C:7]([CH3:8])=[CH:6][CH:5]=1)(=[O:3])=[O:2]. The yield is 0.550.